From a dataset of Forward reaction prediction with 1.9M reactions from USPTO patents (1976-2016). Predict the product of the given reaction. (1) Given the reactants Br[C:2]1[CH:7]=[CH:6][CH:5]=[CH:4][N:3]=1.Br[C:9]1[CH:10]=[CH:11][C:12]([C:15](=[O:17])[CH3:16])=[N:13][CH:14]=1.C[Sn](C)C.C[Sn](C)C.[F-:26].[K+], predict the reaction product. The product is: [F:26][C:5]1[CH:6]=[CH:7][C:2]([C:9]2[CH:14]=[N:13][C:12]([C:15](=[O:17])[CH3:16])=[CH:11][CH:10]=2)=[N:3][CH:4]=1. (2) Given the reactants [C:1]1([CH3:19])[CH:6]=[C:5]([CH3:7])[CH:4]=[C:3]([CH3:8])[C:2]=1[S:9]([O:12]/[N:13]=C(\OCC)/C)(=[O:11])=[O:10].O1CCOCC1.Cl(O)(=O)(=O)=O, predict the reaction product. The product is: [NH2:13][O:12][S:9]([C:2]1[C:3]([CH3:8])=[CH:4][C:5]([CH3:7])=[CH:6][C:1]=1[CH3:19])(=[O:10])=[O:11]. (3) Given the reactants [CH:1]([C:3]1[NH:7][C:6]([CH3:8])=[C:5]([C:9]([OH:11])=[O:10])[C:4]=1[CH3:12])=O.[F:13][C:14]1[CH:15]=[C:16]2[C:20](=[CH:21][CH:22]=1)[NH:19][C:18](=[O:23])[CH2:17]2.C(O)C.N1CCCC1, predict the reaction product. The product is: [F:13][C:14]1[CH:15]=[C:16]2[C:20](=[CH:21][CH:22]=1)[NH:19][C:18](=[O:23])/[C:17]/2=[CH:1]\[C:3]1[NH:7][C:6]([CH3:8])=[C:5]([C:9]([OH:11])=[O:10])[C:4]=1[CH3:12].